Dataset: Forward reaction prediction with 1.9M reactions from USPTO patents (1976-2016). Task: Predict the product of the given reaction. (1) Given the reactants [Na+].[CH2:2]([O:4][C:5](=[O:14])[CH2:6][CH2:7][C:8]([CH3:13])([CH3:12])[C:9]([O-])=[O:10])[CH3:3].C(OC(Cl)=O)(C)C.[BH4-].[Na+].[Cl-].[NH4+], predict the reaction product. The product is: [OH:10][CH2:9][C:8]([CH3:12])([CH3:13])[CH2:7][CH2:6][C:5]([O:4][CH2:2][CH3:3])=[O:14]. (2) Given the reactants C[O:2][C:3](=[O:23])[CH2:4][C:5]1[CH:10]=[C:9]([O:11][C:12]2[CH:17]=[CH:16][CH:15]=[CH:14][CH:13]=2)[CH:8]=[C:7]([O:18][CH2:19][CH2:20][CH2:21][CH3:22])[CH:6]=1.O1CCCC1.C(OCC)(=O)C.Cl, predict the reaction product. The product is: [CH2:19]([O:18][C:7]1[CH:6]=[C:5]([CH2:4][C:3]([OH:23])=[O:2])[CH:10]=[C:9]([O:11][C:12]2[CH:17]=[CH:16][CH:15]=[CH:14][CH:13]=2)[CH:8]=1)[CH2:20][CH2:21][CH3:22]. (3) Given the reactants [CH2:1]([N:8]1[C:16]2[C:11](=[C:12]([OH:17])[CH:13]=[CH:14][CH:15]=2)[C:10]2[CH:18]([C:23]([NH2:25])=[O:24])[CH2:19][CH2:20][CH2:21][CH2:22][C:9]1=2)[C:2]1[CH:7]=[CH:6][CH:5]=[CH:4][CH:3]=1.C([O-])([O-])=O.[Cs+].[Cs+].Br[CH2:33][C:34]([O:36][CH3:37])=[O:35].O, predict the reaction product. The product is: [CH3:37][O:36][C:34](=[O:35])[CH2:33][O:17][C:12]1[CH:13]=[CH:14][CH:15]=[C:16]2[C:11]=1[C:10]1[CH:18]([C:23](=[O:24])[NH2:25])[CH2:19][CH2:20][CH2:21][CH2:22][C:9]=1[N:8]2[CH2:1][C:2]1[CH:3]=[CH:4][CH:5]=[CH:6][CH:7]=1.